The task is: Predict which catalyst facilitates the given reaction.. This data is from Catalyst prediction with 721,799 reactions and 888 catalyst types from USPTO. (1) Reactant: [OH:1][CH2:2][C@@H:3]([NH:5][C:6](=[O:12])[O:7][C:8]([CH3:11])([CH3:10])[CH3:9])[CH3:4].[C:13](Cl)(=[O:18])[C:14]([CH3:17])([CH3:16])[CH3:15].CCN(CC)CC.O. Product: [C:13]([O:1][CH2:2][C@@H:3]([NH:5][C:6]([O:7][C:8]([CH3:11])([CH3:10])[CH3:9])=[O:12])[CH3:4])(=[O:18])[C:14]([CH3:17])([CH3:16])[CH3:15]. The catalyst class is: 2. (2) Reactant: C(OC([N:8]1[CH2:13][CH2:12][C:11]([CH2:15][CH2:16][C:17]([F:20])([F:19])[CH3:18])([OH:14])[CH2:10][CH2:9]1)=O)(C)(C)C.Cl. Product: [F:20][C:17]([F:19])([CH3:18])[CH2:16][CH2:15][C:11]1([OH:14])[CH2:10][CH2:9][NH:8][CH2:13][CH2:12]1. The catalyst class is: 12. (3) Reactant: Cl[C:2]1[CH:11]=[CH:10][N:9]=[C:8]2[C:3]=1[C:4]1[CH:16]=[CH:15][CH:14]=[CH:13][C:5]=1[C:6](=[O:12])[NH:7]2.F[C:18]1[CH:19]=[C:20]([OH:24])[CH:21]=[CH:22][CH:23]=1.[C:25](=O)([O-])[O-:26].[K+].[K+]. Product: [CH3:25][O:26][C:18]1[CH:19]=[C:20]([CH:21]=[CH:22][CH:23]=1)[O:24][C:2]1[CH:11]=[CH:10][N:9]=[C:8]2[C:3]=1[C:4]1[CH:16]=[CH:15][CH:14]=[CH:13][C:5]=1[C:6](=[O:12])[NH:7]2. The catalyst class is: 18. (4) Reactant: [N+:1]([C:4]1[CH:9]=[CH:8][C:7]([CH:10]([CH3:18])[C:11]([O:13][C:14]([CH3:17])([CH3:16])[CH3:15])=[O:12])=[CH:6][CH:5]=1)([O-])=O. Product: [NH2:1][C:4]1[CH:5]=[CH:6][C:7]([CH:10]([CH3:18])[C:11]([O:13][C:14]([CH3:17])([CH3:16])[CH3:15])=[O:12])=[CH:8][CH:9]=1. The catalyst class is: 63. (5) The catalyst class is: 610. Reactant: CC(NCC(NC1C=C(N(C)C)C2C[C@@H]3C(=C(O)[C@]4(O)C(=O)C(C(N)=O)=C(O)[C@@H](N(C)C)[C@@H]4C3)C(=O)C=2C=1O)=O)(C)C.[CH2:43]([N:54]([CH2:59][C:60]([O-:62])=[O:61])[CH2:55][C:56]([OH:58])=[O:57])[CH2:44][N:45]([CH2:50][C:51]([O-:53])=[O:52])[CH2:46][C:47]([OH:49])=[O:48].[Na+].[Na+]. Product: [CH2:44]([N:45]([CH2:50][C:51]([OH:53])=[O:52])[CH2:46][C:47]([OH:49])=[O:48])[CH2:43][N:54]([CH2:59][C:60]([OH:62])=[O:61])[CH2:55][C:56]([OH:58])=[O:57]. (6) Reactant: [Cl:1][C:2]1[CH:3]=[CH:4][C:5]2[N:11]3[CH:12]=[CH:13][CH:14]=[C:10]3[C@@H:9]([CH2:15][CH2:16][OH:17])[O:8][C@H:7]([C:18]3[CH:23]=[CH:22][CH:21]=[C:20]([O:24][CH3:25])[C:19]=3[O:26][CH3:27])[C:6]=2[CH:28]=1.N1C=CN=C1.[Si:34](Cl)([C:47]([CH3:50])([CH3:49])[CH3:48])([C:41]1[CH:46]=[CH:45][CH:44]=[CH:43][CH:42]=1)[C:35]1[CH:40]=[CH:39][CH:38]=[CH:37][CH:36]=1. Product: [Si:34]([O:17][CH2:16][CH2:15][C@H:9]1[O:8][C@H:7]([C:18]2[CH:23]=[CH:22][CH:21]=[C:20]([O:24][CH3:25])[C:19]=2[O:26][CH3:27])[C:6]2[CH:28]=[C:2]([Cl:1])[CH:3]=[CH:4][C:5]=2[N:11]2[CH:12]=[CH:13][CH:14]=[C:10]12)([C:47]([CH3:50])([CH3:49])[CH3:48])([C:41]1[CH:42]=[CH:43][CH:44]=[CH:45][CH:46]=1)[C:35]1[CH:40]=[CH:39][CH:38]=[CH:37][CH:36]=1. The catalyst class is: 2. (7) Reactant: C(OC([N:11]1[CH2:16][CH2:15][N:14]([C:17]2[S:18][C:19]([C:23]([O:25][C:26]([CH3:29])([CH3:28])[CH3:27])=[O:24])=[C:20]([CH3:22])[N:21]=2)[CH2:13][C@@H:12]1[C:30](=[O:42])[NH:31][CH2:32][C:33]1[CH:38]=[CH:37][C:36]([CH2:39][CH2:40][CH3:41])=[CH:35][CH:34]=1)=O)C1C=CC=CC=1. Product: [C:26]([O:25][C:23]([C:19]1[S:18][C:17]([N:14]2[CH2:15][CH2:16][NH:11][C@@H:12]([C:30](=[O:42])[NH:31][CH2:32][C:33]3[CH:34]=[CH:35][C:36]([CH2:39][CH2:40][CH3:41])=[CH:37][CH:38]=3)[CH2:13]2)=[N:21][C:20]=1[CH3:22])=[O:24])([CH3:28])([CH3:29])[CH3:27]. The catalyst class is: 129. (8) Reactant: C[C:2]1[C:11]2[C:6](=[CH:7][C:8]([CH3:12])=[CH:9][CH:10]=2)[CH:5]=[C:4]([C:13]([OH:15])=[O:14])[N:3]=1.[OH-].[K+]. Product: [CH3:12][C:8]1[CH:7]=[C:6]2[C:11](=[CH:10][CH:9]=1)[CH:2]=[N:3][C:4]([C:13]([OH:15])=[O:14])=[CH:5]2. The catalyst class is: 14.